Dataset: Reaction yield outcomes from USPTO patents with 853,638 reactions. Task: Predict the reaction yield, written as a fraction of the theoretical maximum amount of product (1.0 means a 100% yield; for example, 0.34 means a 34% yield). (1) The reactants are C[N:2]([CH:4]=[C:5]1[C:9](=O)[CH2:8][N:7]([C:11]([O:13][C:14]([CH3:17])([CH3:16])[CH3:15])=[O:12])[CH2:6]1)C.O.[NH2:19]N. The catalyst is C(O)C. The product is [N:19]1[NH:2][CH:4]=[C:5]2[CH2:6][N:7]([C:11]([O:13][C:14]([CH3:17])([CH3:16])[CH3:15])=[O:12])[CH2:8][C:9]=12. The yield is 0.290. (2) The reactants are [OH-].[Na+].[CH2:3]([N:5]1[C:31]2[C:26](=[CH:27][CH:28]=[CH:29][CH:30]=2)[C:7]([CH2:8][C@@H:9]([C:22]([O:24]C)=[O:23])[NH:10][C:11](=[O:21])[CH:12]=[CH:13][C:14]2[CH:19]=[CH:18][CH:17]=[CH:16][C:15]=2[F:20])=[CH:6]1)[CH3:4]. The catalyst is CO. The product is [CH2:3]([N:5]1[C:31]2[C:26](=[CH:27][CH:28]=[CH:29][CH:30]=2)[C:7]([CH2:8][C@@H:9]([C:22]([OH:24])=[O:23])[NH:10][C:11](=[O:21])[CH:12]=[CH:13][C:14]2[CH:19]=[CH:18][CH:17]=[CH:16][C:15]=2[F:20])=[CH:6]1)[CH3:4]. The yield is 0.930. (3) The yield is 0.678. The product is [Cl:1][C:2]1[N:3]=[C:4]([N:24]2[CH2:25][C:22]([F:26])([F:21])[CH2:23]2)[C:5]2[CH2:11][O:10][CH2:9][CH:8]([C:12]3[CH:17]=[CH:16][C:15]([Cl:18])=[CH:14][CH:13]=3)[C:6]=2[N:7]=1. No catalyst specified. The reactants are [Cl:1][C:2]1[N:3]=[C:4](Cl)[C:5]2[CH2:11][O:10][CH2:9][CH:8]([C:12]3[CH:17]=[CH:16][C:15]([Cl:18])=[CH:14][CH:13]=3)[C:6]=2[N:7]=1.Cl.[F:21][C:22]1([F:26])[CH2:25][NH:24][CH2:23]1. (4) The reactants are [OH:1][CH2:2][CH2:3][N:4]([CH2:12][CH2:13][N:14]1[CH2:19][CH2:18][S:17][C:16]2[CH:20]=[C:21]([N+:24]([O-])=O)[CH:22]=[CH:23][C:15]1=2)[C:5](=[O:11])[O:6][C:7]([CH3:10])([CH3:9])[CH3:8].I.[S:28]1[CH:32]=[CH:31][CH:30]=[C:29]1[C:33](SC)=[NH:34].CO.C(Cl)Cl.N. The catalyst is [Pd].CO.C(Cl)Cl. The product is [OH:1][CH2:2][CH2:3][N:4]([CH2:12][CH2:13][N:14]1[CH2:19][CH2:18][S:17][C:16]2[CH:20]=[C:21]([NH:24][C:33]([C:29]3[S:28][CH:32]=[CH:31][CH:30]=3)=[NH:34])[CH:22]=[CH:23][C:15]1=2)[C:5](=[O:11])[O:6][C:7]([CH3:10])([CH3:9])[CH3:8]. The yield is 0.527. (5) The reactants are [F:1][C:2]1[CH:7]=[CH:6][C:5]([CH2:8][C:9]([OH:11])=O)=[CH:4][CH:3]=1.CN(C)C=O.C(Cl)(=O)C([Cl:20])=O. The catalyst is C1(C)C=CC=CC=1. The product is [F:1][C:2]1[CH:7]=[CH:6][C:5]([CH2:8][C:9]([Cl:20])=[O:11])=[CH:4][CH:3]=1. The yield is 0.990. (6) The reactants are [C:1]([CH2:6][C:7]([O:9][CH3:10])=[O:8])(=[O:5])[CH:2]([CH3:4])[CH3:3].[F:11][C:12]1[CH:19]=[CH:18][C:15]([C:16]#[N:17])=[CH:14][CH:13]=1.[Sn](Cl)(Cl)(Cl)Cl.O. The catalyst is C1(C)C=CC=CC=1.C(OCC)(=O)C. The product is [NH2:17][C:16](=[C:6]([C:1](=[O:5])[CH:2]([CH3:4])[CH3:3])[C:7]([O:9][CH3:10])=[O:8])[C:15]1[CH:18]=[CH:19][C:12]([F:11])=[CH:13][CH:14]=1. The yield is 0.543. (7) The reactants are C([O:8][C:9](=[O:25])[C:10]1[C:15]([Cl:16])=[CH:14][CH:13]=[C:12]([NH:17][S:18]([CH2:21][CH2:22][CH3:23])(=[O:20])=[O:19])[C:11]=1[F:24])C1C=CC=CC=1.O.Cl. The catalyst is O1CCCC1.[OH-].[K+]. The product is [Cl:16][C:15]1[C:10]([C:9]([OH:25])=[O:8])=[C:11]([F:24])[C:12]([NH:17][S:18]([CH2:21][CH2:22][CH3:23])(=[O:19])=[O:20])=[CH:13][CH:14]=1. The yield is 0.858. (8) The reactants are [NH:1]1[C:9]2[C:4](=[CH:5][C:6]([S:10]([NH2:13])(=[O:12])=[O:11])=[CH:7][CH:8]=2)[CH:3]=[CH:2]1.[Br:14]N1C(=O)CCC1=O. The catalyst is CN(C=O)C.OS([O-])=O.[Na+].CCOC(C)=O. The product is [Br:14][C:3]1[C:4]2[C:9](=[CH:8][CH:7]=[C:6]([S:10]([NH2:13])(=[O:11])=[O:12])[CH:5]=2)[NH:1][CH:2]=1. The yield is 0.610. (9) The reactants are [CH3:1][N:2]([C:4]([N:6]=[C:7]([NH2:9])[NH2:8])=[NH:5])[CH3:3].[ClH:10].[CH3:11][CH:12]1OC(C)OC(C)O1. The catalyst is C(O)C(C)C.O.C1(C)C=CC(S(O)(=O)=O)=CC=1. The product is [ClH:10].[NH2:8][C:7]1[NH:6][C:4]([N:2]([CH3:3])[CH3:1])=[N:5][CH:11]([CH3:12])[N:9]=1. The yield is 0.814. (10) The reactants are C[O:2][C:3](=[O:33])[C:4]1[CH:9]=[CH:8][C:7]([NH:10][CH2:11][CH2:12][S:13][C:14]([C:27]2[CH:32]=[CH:31][CH:30]=[CH:29][CH:28]=2)([C:21]2[CH:26]=[CH:25][CH:24]=[CH:23][CH:22]=2)[C:15]2[CH:20]=[CH:19][CH:18]=[CH:17][CH:16]=2)=[N:6][CH:5]=1.CO.O.[Li+:37].[OH-]. The catalyst is C1COCC1. The product is [C:14]([S:13][CH2:12][CH2:11][NH:10][C:7]1[CH:8]=[CH:9][C:4]([C:3]([O-:33])=[O:2])=[CH:5][N:6]=1)([C:27]1[CH:32]=[CH:31][CH:30]=[CH:29][CH:28]=1)([C:15]1[CH:16]=[CH:17][CH:18]=[CH:19][CH:20]=1)[C:21]1[CH:26]=[CH:25][CH:24]=[CH:23][CH:22]=1.[Li+:37]. The yield is 0.890.